This data is from Reaction yield outcomes from USPTO patents with 853,638 reactions. The task is: Predict the reaction yield, written as a fraction of the theoretical maximum amount of product (1.0 means a 100% yield; for example, 0.34 means a 34% yield). (1) The reactants are [NH2:1][C:2]1[C:7]([CH:8]=O)=[CH:6][CH:5]=[C:4]([CH2:10][OH:11])[N:3]=1.[N+](=[C:14](P(=O)(OC)OC)C(=O)C)=[N-].C(=O)([O-])[O-].[K+].[K+].[Cl-].[NH4+].[Cl-].[Na+]. The catalyst is CO. The product is [NH2:1][C:2]1[N:3]=[C:4]([CH2:10][OH:11])[CH:5]=[CH:6][C:7]=1[C:8]#[CH:14]. The yield is 0.470. (2) The reactants are [F-].C([N+](CCCC)(CCCC)CCCC)CCC.[Si]([O:36][C@@H:37]([CH2:42][CH2:43][S:44]([CH3:47])(=[O:46])=[O:45])[C:38]([O:40][CH3:41])=[O:39])(C(C)(C)C)(C1C=CC=CC=1)C1C=CC=CC=1. The catalyst is C1COCC1. The product is [OH:36][C@@H:37]([CH2:42][CH2:43][S:44]([CH3:47])(=[O:46])=[O:45])[C:38]([O:40][CH3:41])=[O:39]. The yield is 0.590. (3) The reactants are Br[C:2]1[C:18]([F:19])=[CH:17][C:5]2[O:6][CH2:7][CH2:8][C:9]3[S:13][C:12]([C:14]([NH2:16])=[O:15])=[N:11][C:10]=3[C:4]=2[CH:3]=1.[F:20][CH2:21][C:22]([CH2:26][F:27])([OH:25])[C:23]#[CH:24]. No catalyst specified. The product is [F:19][C:18]1[C:2]([C:24]#[C:23][C:22]([CH2:26][F:27])([OH:25])[CH2:21][F:20])=[CH:3][C:4]2[C:10]3[N:11]=[C:12]([C:14]([NH2:16])=[O:15])[S:13][C:9]=3[CH2:8][CH2:7][O:6][C:5]=2[CH:17]=1. The yield is 0.320. (4) The reactants are [CH3:1][C:2]1[N:14]=[C:13]2[N:4]([C:5](=O)[NH:6][C:7]3[CH:8]=[CH:9][C:10]([CH3:15])=[CH:11][C:12]=32)[N:3]=1.O=P(Cl)(Cl)[Cl:19]. No catalyst specified. The product is [Cl:19][C:5]1[N:4]2[N:3]=[C:2]([CH3:1])[N:14]=[C:13]2[C:12]2[CH:11]=[C:10]([CH3:15])[CH:9]=[CH:8][C:7]=2[N:6]=1. The yield is 0.270. (5) The reactants are [C:1]1([N:7]2[C:11]([B:12]([OH:14])[OH:13])=[CH:10][CH:9]=[N:8]2)[CH:6]=[CH:5][CH:4]=[CH:3][CH:2]=1.O[C:16]([C:19](O)([CH3:21])[CH3:20])([CH3:18])[CH3:17]. The catalyst is C1(C)C=CC=CC=1. The product is [C:1]1([N:7]2[C:11]([B:12]3[O:13][C:19]([CH3:21])([CH3:20])[C:16]([CH3:18])([CH3:17])[O:14]3)=[CH:10][CH:9]=[N:8]2)[CH:2]=[CH:3][CH:4]=[CH:5][CH:6]=1. The yield is 0.640. (6) The reactants are [NH:1]([C:5]1[C:14]2[C:9](=[C:10]([Cl:15])[CH:11]=[CH:12][CH:13]=2)[CH:8]=[CH:7][CH:6]=1)C(C)=O.[OH-].[Na+]. The catalyst is CCO. The product is [NH2:1][C:5]1[C:14]2[C:9](=[C:10]([Cl:15])[CH:11]=[CH:12][CH:13]=2)[CH:8]=[CH:7][CH:6]=1. The yield is 0.980.